This data is from Forward reaction prediction with 1.9M reactions from USPTO patents (1976-2016). The task is: Predict the product of the given reaction. (1) The product is: [F:21][C:18]1[CH:17]=[N:16][C:15]([N:4]2[CH2:5][CH2:6][N:1]([C:7]([O:9][C:10]([CH3:13])([CH3:12])[CH3:11])=[O:8])[CH2:2][CH2:3]2)=[N:20][CH:19]=1. Given the reactants [N:1]1([C:7]([O:9][C:10]([CH3:13])([CH3:12])[CH3:11])=[O:8])[CH2:6][CH2:5][NH:4][CH2:3][CH2:2]1.Cl[C:15]1[N:20]=[CH:19][C:18]([F:21])=[CH:17][N:16]=1.CCN(C(C)C)C(C)C, predict the reaction product. (2) Given the reactants [NH2:1][C:2]1[N:7]=[C:6](Cl)[C:5]([C:9]#[N:10])=[C:4]([CH3:11])[N:3]=1.[NH2:12][C@H:13]([C:15]1[N:20]=[C:19]2[CH:21]=[CH:22][N:23]([CH3:24])[C:18]2=[CH:17][C:16]=1[N:25]1[CH2:30][CH2:29][N:28]([C:31]([O:33][C:34]([CH3:37])([CH3:36])[CH3:35])=[O:32])[C@@H:27]([CH3:38])[CH2:26]1)[CH3:14].C(N(CC)CC)C, predict the reaction product. The product is: [NH2:1][C:2]1[N:7]=[C:6]([NH:12][C@H:13]([C:15]2[N:20]=[C:19]3[CH:21]=[CH:22][N:23]([CH3:24])[C:18]3=[CH:17][C:16]=2[N:25]2[CH2:30][CH2:29][N:28]([C:31]([O:33][C:34]([CH3:35])([CH3:37])[CH3:36])=[O:32])[C@@H:27]([CH3:38])[CH2:26]2)[CH3:14])[C:5]([C:9]#[N:10])=[C:4]([CH3:11])[N:3]=1. (3) Given the reactants [C:1]1([OH:7])[CH:6]=[CH:5][CH:4]=[CH:3][CH:2]=1.[CH3:8][Al:9](C)C, predict the reaction product. The product is: [O-:7][C:1]1[CH:6]=[CH:5][CH:4]=[CH:3][CH:2]=1.[O-:7][C:1]1[CH:6]=[CH:5][CH:4]=[CH:3][CH:2]=1.[CH3:8][Al+2:9]. (4) The product is: [F:1][C:2]1[CH:23]=[C:22]([F:24])[CH:21]=[CH:20][C:3]=1[CH2:4][N:5]([CH2:17][CH2:18][CH3:19])[C:6](=[O:16])[CH2:7][CH2:8][C:9]1[CH:14]=[CH:13][C:12]([O:15][CH2:34][C:29]2[CH:30]=[CH:31][CH:32]=[CH:33][C:28]=2[C:27]([O:26][CH3:25])=[O:36])=[CH:11][CH:10]=1. Given the reactants [F:1][C:2]1[CH:23]=[C:22]([F:24])[CH:21]=[CH:20][C:3]=1[CH2:4][N:5]([CH2:17][CH2:18][CH3:19])[C:6](=[O:16])[CH2:7][CH2:8][C:9]1[CH:14]=[CH:13][C:12]([OH:15])=[CH:11][CH:10]=1.[CH3:25][O:26][C:27](=[O:36])[C:28]1[CH:33]=[CH:32][CH:31]=[CH:30][C:29]=1[CH2:34]Br.C([O-])([O-])=O.[K+].[K+], predict the reaction product. (5) Given the reactants [F:1][C:2]([F:7])([F:6])[C:3]([OH:5])=[O:4].[Cl:8][C:9]1[C:10]2[C:17]([I:18])=[CH:16][N:15]([CH:19]3[CH2:24][CH2:23][N:22](C(OC(C)(C)C)=O)[CH2:21][CH2:20]3)[C:11]=2[N:12]=[CH:13][N:14]=1, predict the reaction product. The product is: [F:1][C:2]([F:7])([F:6])[C:3]([OH:5])=[O:4].[Cl:8][C:9]1[C:10]2[C:17]([I:18])=[CH:16][N:15]([CH:19]3[CH2:24][CH2:23][NH:22][CH2:21][CH2:20]3)[C:11]=2[N:12]=[CH:13][N:14]=1.